From a dataset of Reaction yield outcomes from USPTO patents with 853,638 reactions. Predict the reaction yield, written as a fraction of the theoretical maximum amount of product (1.0 means a 100% yield; for example, 0.34 means a 34% yield). (1) The reactants are Cl[C:2]1[N:7]=[C:6]([NH2:8])[CH:5]=[N:4][CH:3]=1.CC1(C)C(C)(C)OB([C:17]2[CH:18]=[N:19][C:20]([N:23]3[CH2:27][CH2:26][CH2:25][C@H:24]3[C:28]([F:31])([F:30])[F:29])=[N:21][CH:22]=2)O1.O1CCOCC1.C(=O)([O-])[O-].[Na+].[Na+]. The catalyst is C1C=CC([P]([Pd]([P](C2C=CC=CC=2)(C2C=CC=CC=2)C2C=CC=CC=2)([P](C2C=CC=CC=2)(C2C=CC=CC=2)C2C=CC=CC=2)[P](C2C=CC=CC=2)(C2C=CC=CC=2)C2C=CC=CC=2)(C2C=CC=CC=2)C2C=CC=CC=2)=CC=1.CO. The product is [F:31][C:28]([F:29])([F:30])[C@@H:24]1[CH2:25][CH2:26][CH2:27][N:23]1[C:20]1[N:19]=[CH:18][C:17]([C:2]2[N:7]=[C:6]([NH2:8])[CH:5]=[N:4][CH:3]=2)=[CH:22][N:21]=1. The yield is 0.682. (2) The reactants are CS(I)(C)(C)=O.[CH3:7][C:8]([O-:11])([CH3:10])[CH3:9].[K+].[Br:13][C:14]1[CH:33]=[CH:32][C:17]2[O:18]CC(=O)C3[S:25][C:24]([C:26]([O:28][CH2:29][CH3:30])=[O:27])=[N:23][C:22]=3[C:16]=2[CH:15]=1. The catalyst is ClCCl. The product is [Br:13][C:14]1[CH:33]=[CH:32][C:17]2[O:18][CH2:7][C:8]3([C:10]4[S:25][C:24]([C:26]([O:28][CH2:29][CH3:30])=[O:27])=[N:23][C:22]=4[C:16]=2[CH:15]=1)[CH2:9][O:11]3. The yield is 0.480. (3) The reactants are [F:1][C:2]([F:6])([F:5])[CH2:3][OH:4].[H-].[Na+].[Br:9][C:10]1[CH:19]=[CH:18][C:13]([C:14]([O:16]C)=[O:15])=[CH:12][C:11]=1[CH2:20]Br.[OH-].[Li+].Cl. The yield is 0.970. The product is [Br:9][C:10]1[CH:19]=[CH:18][C:13]([C:14]([OH:16])=[O:15])=[CH:12][C:11]=1[CH2:20][O:4][CH2:3][C:2]([F:6])([F:5])[F:1]. The catalyst is O1CCCC1.O.CO. (4) The reactants are Br[C:2]1[CH:3]=[C:4]2[CH:10]=[CH:9][NH:8][C:5]2=[N:6][CH:7]=1.O.C(OCC)(=O)C.[CH3:18][N:19]1CCCC1=O. The catalyst is [C-]#N.[Zn+2].[C-]#N.C1C=CC([P]([Pd]([P](C2C=CC=CC=2)(C2C=CC=CC=2)C2C=CC=CC=2)([P](C2C=CC=CC=2)(C2C=CC=CC=2)C2C=CC=CC=2)[P](C2C=CC=CC=2)(C2C=CC=CC=2)C2C=CC=CC=2)(C2C=CC=CC=2)C2C=CC=CC=2)=CC=1. The product is [NH:8]1[C:5]2=[N:6][CH:7]=[C:2]([C:18]#[N:19])[CH:3]=[C:4]2[CH:10]=[CH:9]1. The yield is 0.730. (5) The reactants are [N:1]1([C@@H:7]2[CH2:12][CH2:11][C@H:10]([NH:13][CH:14]3[C:23]4[N:22]=[CH:21][CH:20]=[CH:19][C:18]=4[CH2:17][CH2:16][CH2:15]3)[CH2:9][CH2:8]2)[CH2:6][CH2:5][O:4][CH2:3][CH2:2]1.C(OC([N:31]1[C:35]2[CH:36]=[CH:37][CH:38]=[CH:39][C:34]=2[N:33]=[C:32]1[CH2:40]Cl)=O)(C)(C)C.C(N(CC)C(C)C)(C)C.[I-].[K+]. The catalyst is CC#N. The product is [NH:31]1[C:35]2[CH:36]=[CH:37][CH:38]=[CH:39][C:34]=2[N:33]=[C:32]1[CH2:40][N:13]([C@H:10]1[CH2:9][CH2:8][C@@H:7]([N:1]2[CH2:6][CH2:5][O:4][CH2:3][CH2:2]2)[CH2:12][CH2:11]1)[CH:14]1[C:23]2[N:22]=[CH:21][CH:20]=[CH:19][C:18]=2[CH2:17][CH2:16][CH2:15]1. The yield is 0.470. (6) The reactants are [NH:1]([C:3]1[CH:8]=[C:7]([O:9][CH2:10][CH2:11][O:12][CH3:13])[CH:6]=[CH:5][N:4]=1)[NH2:2].[Si:14]([O:21][C:22]1[CH:23]=[CH:24][CH:25]=[C:26]2[C:31]=1[N:30]=[C:29]([CH:32]=O)[CH:28]=[CH:27]2)([C:17]([CH3:20])([CH3:19])[CH3:18])([CH3:16])[CH3:15]. The catalyst is CCO. The product is [Si:14]([O:21][C:22]1[CH:23]=[CH:24][CH:25]=[C:26]2[C:31]=1[N:30]=[C:29](/[CH:32]=[N:2]/[NH:1][C:3]1[CH:8]=[C:7]([O:9][CH2:10][CH2:11][O:12][CH3:13])[CH:6]=[CH:5][N:4]=1)[CH:28]=[CH:27]2)([C:17]([CH3:20])([CH3:19])[CH3:18])([CH3:15])[CH3:16]. The yield is 0.560.